This data is from Forward reaction prediction with 1.9M reactions from USPTO patents (1976-2016). The task is: Predict the product of the given reaction. (1) Given the reactants [CH2:1]([O:3][CH2:4][C:5]1[N:6]([N:18]=[CH:19][CH2:20][CH2:21][NH:22][C:23](=[O:29])[O:24][C:25]([CH3:28])([CH3:27])[CH3:26])[C:7]2[C:16]3[CH:15]=[CH:14][CH:13]=[CH:12][C:11]=3[N:10]=[CH:9][C:8]=2[N:17]=1)[CH3:2].[BH4-].[Na+].C(Cl)(Cl)Cl, predict the reaction product. The product is: [NH4+:6].[OH-:3].[CH2:1]([O:3][CH2:4][C:5]1[N:6]([NH:18][CH2:19][CH2:20][CH2:21][NH:22][C:23](=[O:29])[O:24][C:25]([CH3:28])([CH3:27])[CH3:26])[C:7]2[C:16]3[CH:15]=[CH:14][CH:13]=[CH:12][C:11]=3[N:10]=[CH:9][C:8]=2[N:17]=1)[CH3:2]. (2) Given the reactants [BH4-].[Na+].[Br:3][C:4]1[CH:5]=[C:6]([C:9](=[O:13])[CH:10]([F:12])[F:11])[S:7][CH:8]=1, predict the reaction product. The product is: [Br:3][C:4]1[CH:5]=[C:6]([CH:9]([OH:13])[CH:10]([F:11])[F:12])[S:7][CH:8]=1. (3) Given the reactants F[B-](F)(F)F.C[O+:7]([CH3:9])[CH3:8].[F:10][C:11]([F:52])([F:51])[C:12]1[CH:13]=[C:14]([C@H:22]([N:24]([CH3:50])[C:25]([N:27]2[CH2:41][CH2:40][C@:30]3([NH:34]C(=O)[CH:32]([C:36]([O:38][CH3:39])=[O:37])[CH2:31]3)[CH2:29][C@@H:28]2[C:42]2[CH:47]=[CH:46][C:45]([F:48])=[CH:44][C:43]=2[CH3:49])=[O:26])[CH3:23])[CH:15]=[C:16]([C:18]([F:21])([F:20])[F:19])[CH:17]=1, predict the reaction product. The product is: [F:52][C:11]([F:10])([F:51])[C:12]1[CH:13]=[C:14]([C@H:22]([N:24]([CH3:50])[C:25]([N:27]2[CH2:41][CH2:40][C@:30]3([N:34]=[C:8]([O:7][CH3:9])[CH:32]([C:36]([O:38][CH3:39])=[O:37])[CH2:31]3)[CH2:29][C@@H:28]2[C:42]2[CH:47]=[CH:46][C:45]([F:48])=[CH:44][C:43]=2[CH3:49])=[O:26])[CH3:23])[CH:15]=[C:16]([C:18]([F:19])([F:21])[F:20])[CH:17]=1. (4) The product is: [CH3:1][C:2]1([CH3:9])[O:6][C@H:5]([CH2:7][O:8][C:13]2[N:21]=[CH:20][CH:19]=[CH:18][C:14]=2[C:15]([OH:17])=[O:16])[CH2:4][O:3]1. Given the reactants [CH3:1][C:2]1([CH3:9])[O:6][C@H:5]([CH2:7][OH:8])[CH2:4][O:3]1.[H-].[Na+].Br[C:13]1[N:21]=[CH:20][CH:19]=[CH:18][C:14]=1[C:15]([OH:17])=[O:16].Cl, predict the reaction product. (5) Given the reactants ClC1C=CC(C2C3C=C(OCC(O)=O)C=CC=3N3C(C)=NN=C3[C@H](CC(NCC)=O)N=2)=CC=1.[Cl:34][C:35]1[CH:40]=[CH:39][C:38]([C:41]2[C:47]3[CH:48]=[C:49]([O:52][CH2:53][CH2:54][CH2:55][C:56]([O:58]CC)=[O:57])[CH:50]=[CH:51][C:46]=3[N:45]3[C:61]([CH3:64])=[N:62][N:63]=[C:44]3[C@H:43]([CH2:65][C:66]([NH:68][CH2:69][CH3:70])=[O:67])[N:42]=2)=[CH:37][CH:36]=1, predict the reaction product. The product is: [Cl:34][C:35]1[CH:36]=[CH:37][C:38]([C:41]2[C:47]3[CH:48]=[C:49]([O:52][CH2:53][CH2:54][CH2:55][C:56]([OH:58])=[O:57])[CH:50]=[CH:51][C:46]=3[N:45]3[C:61]([CH3:64])=[N:62][N:63]=[C:44]3[C@H:43]([CH2:65][C:66]([NH:68][CH2:69][CH3:70])=[O:67])[N:42]=2)=[CH:39][CH:40]=1. (6) Given the reactants [Cl:1][C:2]1[CH:7]=[C:6]([C:8]([F:11])([F:10])[F:9])[CH:5]=[CH:4][C:3]=1/[CH:12]=[CH:13]/[C:14]([OH:16])=[O:15], predict the reaction product. The product is: [Cl:1][C:2]1[CH:7]=[C:6]([C:8]([F:11])([F:10])[F:9])[CH:5]=[CH:4][C:3]=1[CH2:12][CH2:13][C:14]([OH:16])=[O:15].